From a dataset of Reaction yield outcomes from USPTO patents with 853,638 reactions. Predict the reaction yield, written as a fraction of the theoretical maximum amount of product (1.0 means a 100% yield; for example, 0.34 means a 34% yield). (1) The reactants are [F:1][C:2]1[CH:3]=[C:4]([CH:33]=[CH:34][CH:35]=1)[CH2:5][N:6]1[C:14]2[C:9](=[CH:10][C:11]([NH:15][C:16]3[C:25]4[C:20](=[CH:21][CH:22]=[CH:23][C:24]=4[O:26][C@@H:27]([CH3:32])[C:28](OC)=[O:29])[N:19]=[CH:18][N:17]=3)=[CH:12][CH:13]=2)[CH:8]=[N:7]1.[NH:36]1[CH2:40][CH2:39][CH2:38][CH2:37]1. No catalyst specified. The product is [F:1][C:2]1[CH:3]=[C:4]([CH:33]=[CH:34][CH:35]=1)[CH2:5][N:6]1[C:14]2[C:9](=[CH:10][C:11]([NH:15][C:16]3[C:25]4[C:20](=[CH:21][CH:22]=[CH:23][C:24]=4[O:26][C@@H:27]([CH3:32])[C:28](=[O:29])[N:36]4[CH2:40][CH2:39][CH2:38][CH2:37]4)[N:19]=[CH:18][N:17]=3)=[CH:12][CH:13]=2)[CH:8]=[N:7]1. The yield is 0.620. (2) The reactants are ClC1C=C(C=CC=1)C(OO)=[O:6].[N:12]([CH2:15][C@H:16]1[O:20][C:19](=[O:21])[N:18]([C:22]2[CH:27]=[CH:26][C:25]([S:28][CH3:29])=[C:24]([F:30])[CH:23]=2)[CH2:17]1)=[N+:13]=[N-:14]. The catalyst is C(Cl)Cl. The product is [N:12]([CH2:15][C@H:16]1[O:20][C:19](=[O:21])[N:18]([C:22]2[CH:27]=[CH:26][C:25]([S:28]([CH3:29])=[O:6])=[C:24]([F:30])[CH:23]=2)[CH2:17]1)=[N+:13]=[N-:14]. The yield is 0.950. (3) The reactants are [CH3:1][NH:2][C:3]1[C:4]([NH2:12])=[CH:5][CH:6]=[C:7]([N+:9]([O-:11])=[O:10])[CH:8]=1.[F:13][C:14]([F:19])([F:18])[C:15](O)=O.C(=O)(O)[O-]. The catalyst is Cl.C(Cl)Cl. The product is [CH3:1][N:2]1[C:3]2[CH:8]=[C:7]([N+:9]([O-:11])=[O:10])[CH:6]=[CH:5][C:4]=2[N:12]=[C:15]1[C:14]([F:19])([F:18])[F:13]. The yield is 0.200.